This data is from Merck oncology drug combination screen with 23,052 pairs across 39 cell lines. The task is: Regression. Given two drug SMILES strings and cell line genomic features, predict the synergy score measuring deviation from expected non-interaction effect. (1) Drug 1: COc1cccc2c1C(=O)c1c(O)c3c(c(O)c1C2=O)CC(O)(C(=O)CO)CC3OC1CC(N)C(O)C(C)O1. Drug 2: O=C(NOCC(O)CO)c1ccc(F)c(F)c1Nc1ccc(I)cc1F. Cell line: SW620. Synergy scores: synergy=13.7. (2) Drug 1: N#Cc1ccc(Cn2cncc2CN2CCN(c3cccc(Cl)c3)C(=O)C2)cc1. Drug 2: Cn1c(=O)n(-c2ccc(C(C)(C)C#N)cc2)c2c3cc(-c4cnc5ccccc5c4)ccc3ncc21. Cell line: NCIH1650. Synergy scores: synergy=35.9. (3) Drug 1: CCC1(O)CC2CN(CCc3c([nH]c4ccccc34)C(C(=O)OC)(c3cc4c(cc3OC)N(C)C3C(O)(C(=O)OC)C(OC(C)=O)C5(CC)C=CCN6CCC43C65)C2)C1. Drug 2: NC(=O)c1cccc2cn(-c3ccc(C4CCCNC4)cc3)nc12. Cell line: A375. Synergy scores: synergy=-19.0.